Dataset: Peptide-MHC class I binding affinity with 185,985 pairs from IEDB/IMGT. Task: Regression. Given a peptide amino acid sequence and an MHC pseudo amino acid sequence, predict their binding affinity value. This is MHC class I binding data. (1) The peptide sequence is VHDTNATKL. The MHC is HLA-A26:02 with pseudo-sequence HLA-A26:02. The binding affinity (normalized) is 0.0847. (2) The peptide sequence is GYMNLLGVL. The MHC is H-2-Kd with pseudo-sequence H-2-Kd. The binding affinity (normalized) is 0.876. (3) The peptide sequence is MEAQFLYLY. The MHC is Patr-B2401 with pseudo-sequence Patr-B2401. The binding affinity (normalized) is 0.379. (4) The peptide sequence is IIRVTTELNI. The MHC is HLA-A68:02 with pseudo-sequence HLA-A68:02. The binding affinity (normalized) is 0.103. (5) The peptide sequence is IRFPKTFGY. The MHC is Patr-A0901 with pseudo-sequence Patr-A0901. The binding affinity (normalized) is 0.159. (6) The MHC is HLA-A29:02 with pseudo-sequence HLA-A29:02. The peptide sequence is GHMMVIFRL. The binding affinity (normalized) is 0.0847. (7) The peptide sequence is ILHRLAPWI. The MHC is HLA-B18:01 with pseudo-sequence HLA-B18:01. The binding affinity (normalized) is 0.0847. (8) The peptide sequence is VMPEKRNVVV. The MHC is HLA-A02:02 with pseudo-sequence HLA-A02:02. The binding affinity (normalized) is 0.245. (9) The MHC is HLA-A02:12 with pseudo-sequence HLA-A02:12. The peptide sequence is KGFFRVFKK. The binding affinity (normalized) is 0.0847.